Dataset: Full USPTO retrosynthesis dataset with 1.9M reactions from patents (1976-2016). Task: Predict the reactants needed to synthesize the given product. (1) The reactants are: C(Cl)(=O)C(Cl)=O.[CH3:7][N:8]1[C:12]([C:13]([OH:15])=O)=[CH:11][CH:10]=[N:9]1.[Cl:16][C:17]1[C:18]([NH2:24])=[N:19][C:20]([NH2:23])=[CH:21][N:22]=1. Given the product [NH2:24][C:18]1[N:19]=[C:20]([NH:23][C:13]([C:12]2[N:8]([CH3:7])[N:9]=[CH:10][CH:11]=2)=[O:15])[CH:21]=[N:22][C:17]=1[Cl:16], predict the reactants needed to synthesize it. (2) The reactants are: C(P(C(C)(C)C)C(C)(C)C)(C)(C)C.[CH:14]1[C:19]2[N:20]=[C:21]3[C:33]4[C:25]([C:26]5[C:31]([N:32]=4)=[CH:30][CH:29]=[CH:28][CH:27]=5)=[CH:24][CH:23]=[C:22]3[C:18]=2[CH:17]=[CH:16][CH:15]=1.[C:34]1([C:47]2[CH:52]=[CH:51][C:50](Br)=[CH:49][CH:48]=2)[C:46]2[NH:45][C:44]3[C:39](=[CH:40][CH:41]=[CH:42][CH:43]=3)[C:38]=2[CH:37]=[CH:36][CH:35]=1.CC(C)([O-])C.[Na+]. Given the product [C:34]1([C:47]2[CH:52]=[CH:51][C:50]([N:20]3[C:21]4[C:22](=[CH:23][CH:24]=[C:25]5[C:26]6[CH:27]=[CH:28][CH:29]=[CH:30][C:31]=6[NH:32][C:33]5=4)[C:18]4[C:19]3=[CH:14][CH:15]=[CH:16][CH:17]=4)=[CH:49][CH:48]=2)[C:46]2[NH:45][C:44]3[C:39](=[CH:40][CH:41]=[CH:42][CH:43]=3)[C:38]=2[CH:37]=[CH:36][CH:35]=1, predict the reactants needed to synthesize it. (3) Given the product [NH2:21][C:13]1[CH:14]=[N:15][C:16]2[C:11]([C:12]=1[NH:24][C:25]1[CH:32]=[CH:31][C:28]([C:29]#[N:30])=[CH:27][C:26]=1[F:33])=[CH:10][C:9]([O:8][CH2:1][C:2]1[CH:3]=[CH:4][CH:5]=[CH:6][CH:7]=1)=[C:18]([O:19][CH3:20])[CH:17]=2, predict the reactants needed to synthesize it. The reactants are: [CH2:1]([O:8][C:9]1[CH:10]=[C:11]2[C:16](=[CH:17][C:18]=1[O:19][CH3:20])[N:15]=[CH:14][C:13]([N+:21]([O-])=O)=[C:12]2[NH:24][C:25]1[CH:32]=[CH:31][C:28]([C:29]#[N:30])=[CH:27][C:26]=1[F:33])[C:2]1[CH:7]=[CH:6][CH:5]=[CH:4][CH:3]=1.O.O.[Sn](Cl)Cl.O.C(OCC)(=O)C. (4) The reactants are: [NH2:1][C:2]1[CH:6]=[C:5]([C:7]2[CH:12]=[CH:11][N:10]=[CH:9][CH:8]=2)[S:4][C:3]=1[C:13]([NH2:15])=[O:14].[C:16]1(=O)[CH2:21][CH2:20][CH2:19][CH2:18][CH2:17]1.O.C1(C)C=CC(S(O)(=O)=O)=CC=1.C(=O)([O-])O.[Na+]. Given the product [N:10]1[CH:9]=[CH:8][C:7]([C:5]2[S:4][C:3]3[C:13](=[O:14])[NH:15][C:16]4([CH2:21][CH2:20][CH2:19][CH2:18][CH2:17]4)[NH:1][C:2]=3[CH:6]=2)=[CH:12][CH:11]=1, predict the reactants needed to synthesize it. (5) Given the product [C:29]1([CH3:30])[CH:5]=[CH:4][CH:3]=[CH:2][C:14]=1[C:2]1[CH:3]=[CH:4][C:5]2[NH:6][C:7]3[C:12]([C:13]=2[CH:14]=1)=[CH:11][C:10]([C:7]1[CH:8]=[CH:9][CH:10]=[CH:11][C:12]=1[CH3:13])=[CH:9][CH:8]=3, predict the reactants needed to synthesize it. The reactants are: Br[C:2]1[CH:3]=[CH:4][C:5]2[NH:6][C:7]3[C:12]([C:13]=2[CH:14]=1)=[CH:11][C:10](Br)=[CH:9][CH:8]=3.B(O)O.C(=O)([O-])[O-].[K+].[K+].O1[CH2:30][CH2:29]OCC1.O. (6) Given the product [NH2:12][C:10]([CH:9]([C:21]1[CH:22]=[C:17]([CH3:26])[CH:18]=[CH:19][C:20]=1[C:23]([NH2:29])=[O:24])[C:13]([CH3:16])([CH3:15])[CH3:14])=[O:11], predict the reactants needed to synthesize it. The reactants are: FC(F)(F)C(O)=O.N[CH:9]([C:13]([CH3:16])([CH3:15])[CH3:14])[C:10]([NH2:12])=[O:11].[C:17]1([CH3:26])[CH:22]=[CH:21][C:20]([C:23](Cl)=[O:24])=[CH:19][CH:18]=1.C([N:29](CC)CC)C. (7) Given the product [CH3:20][O:21][CH:22]=[N:19][C:14]1[N:15]([CH3:18])[N:16]=[C:17]2[C:13]=1[CH:12]=[CH:11][CH:10]=[C:9]2[C:3]1[CH:4]=[CH:5][C:6]([Cl:8])=[CH:7][C:2]=1[Cl:1], predict the reactants needed to synthesize it. The reactants are: [Cl:1][C:2]1[CH:7]=[C:6]([Cl:8])[CH:5]=[CH:4][C:3]=1[C:9]1[C:17]2[C:13](=[C:14]([NH2:19])[N:15]([CH3:18])[N:16]=2)[CH:12]=[CH:11][CH:10]=1.[CH3:20][O:21][CH:22](OC)OC. (8) The reactants are: C[O-].[Na+:3].CO.[CH3:6][C:7]1[CH:8]=[N:9][C:10]([CH2:16][S+:17]([O-:29])[C:18]2[NH:19][C:20]3[CH:21]=[CH:22][C:23]([O:27][CH3:28])=[CH:24][C:25]=3[N:26]=2)=[C:11]([CH3:15])[C:12]=1[O:13][CH3:14]. Given the product [CH3:6][C:7]1[CH:8]=[N:9][C:10]([CH2:16][S+:17]([O-:29])[C:18]2[N-:19][C:20]3[CH:21]=[CH:22][C:23]([O:27][CH3:28])=[CH:24][C:25]=3[N:26]=2)=[C:11]([CH3:15])[C:12]=1[O:13][CH3:14].[Na+:3], predict the reactants needed to synthesize it.